From a dataset of Reaction yield outcomes from USPTO patents with 853,638 reactions. Predict the reaction yield, written as a fraction of the theoretical maximum amount of product (1.0 means a 100% yield; for example, 0.34 means a 34% yield). (1) The reactants are [CH3:1][C:2]([O:5][C:6]([N:8]1[CH:13]([C:14]([NH:16][C:17]2[CH:22]=[CH:21][CH:20]=[C:19]([C:23]([F:26])([F:25])[F:24])[CH:18]=2)=[O:15])[CH:12]2[CH2:27][CH:9]1[CH2:10][CH2:11]2)=[O:7])([CH3:4])[CH3:3].[H-].[Na+].C1(P(C2C=CC=CC=2)(O[NH2:39])=O)C=CC=CC=1. The catalyst is O1CCCC1. The product is [CH3:4][C:2]([O:5][C:6]([N:8]1[CH:13]([C:14]([N:16]([C:17]2[CH:22]=[CH:21][CH:20]=[C:19]([C:23]([F:25])([F:26])[F:24])[CH:18]=2)[NH2:39])=[O:15])[CH:12]2[CH2:27][CH:9]1[CH2:10][CH2:11]2)=[O:7])([CH3:1])[CH3:3]. The yield is 1.00. (2) The reactants are [Br:1][C:2](Br)=[CH:3][C:4]1[CH:5]=[CH:6][C:7]([CH3:10])=[N:8][CH:9]=1.CC(C)([O-])C.[K+].C1(C)C=CC=CC=1. The catalyst is O. The product is [Br:1][C:2]#[C:3][C:4]1[CH:5]=[CH:6][C:7]([CH3:10])=[N:8][CH:9]=1. The yield is 0.324. (3) The reactants are [Cl:1][C:2]1[CH:7]=[CH:6][C:5]([N:8]2[C:12]([S:13]([CH3:16])(=[O:15])=[O:14])=[C:11]([C:17]([O:19]C(C)(C)C)=[O:18])[N:10]=[C:9]2[C:24]2[CH:29]=[CH:28][C:27]([Cl:30])=[CH:26][C:25]=2[Cl:31])=[CH:4][CH:3]=1.C(O)(C(F)(F)F)=O.[SiH](CC)(CC)CC. The catalyst is C(Cl)Cl. The product is [Cl:1][C:2]1[CH:7]=[CH:6][C:5]([N:8]2[C:12]([S:13]([CH3:16])(=[O:15])=[O:14])=[C:11]([C:17]([OH:19])=[O:18])[N:10]=[C:9]2[C:24]2[CH:29]=[CH:28][C:27]([Cl:30])=[CH:26][C:25]=2[Cl:31])=[CH:4][CH:3]=1. The yield is 1.00. (4) The reactants are [F:1][CH:2]([C:10]1[CH:15]=[CH:14][CH:13]=[CH:12][C:11]=1[F:16])[CH2:3][CH:4]1[CH2:9][CH2:8][NH:7][CH2:6][CH2:5]1.C([O:21][C:22]1[C:23]([CH:28]=O)=[N:24][CH:25]=[CH:26][N:27]=1)(C)(C)C.C(O[BH-](OC(=O)C)OC(=O)C)(=O)C.[Na+].[OH-].[Na+]. The catalyst is O1CCCC1.C(OCC)(=O)C. The product is [F:1][CH:2]([C:10]1[CH:15]=[CH:14][CH:13]=[CH:12][C:11]=1[F:16])[CH2:3][CH:4]1[CH2:5][CH2:6][N:7]([CH2:28][C:23]2[C:22](=[O:21])[NH:27][CH:26]=[CH:25][N:24]=2)[CH2:8][CH2:9]1. The yield is 0.0500. (5) The reactants are [H-].[H-].[H-].[H-].[Li+].[Al+3].[CH3:7][C:8]([C:15]1[NH:16][C:17]2[C:22]([CH:23]=1)=[CH:21][C:20]([N+:24]([O-:26])=[O:25])=[CH:19][CH:18]=2)([CH3:14])[C:9](OCC)=[O:10].O.[OH-].[Na+]. The catalyst is C1COCC1. The product is [CH3:14][C:8]([C:15]1[NH:16][C:17]2[C:22]([CH:23]=1)=[CH:21][C:20]([N+:24]([O-:26])=[O:25])=[CH:19][CH:18]=2)([CH3:7])[CH2:9][OH:10]. The yield is 0.580.